The task is: Predict the product of the given reaction.. This data is from Forward reaction prediction with 1.9M reactions from USPTO patents (1976-2016). (1) The product is: [C:10]([O:9][C:7]([N:14]1[CH2:19][CH2:18][C:17](=[CH2:1])[CH2:16][CH2:15]1)=[O:8])([CH3:13])([CH3:12])[CH3:11]. Given the reactants [CH3:1]C([O-])(C)C.[K+].[C:7]([N:14]1[CH2:19][CH2:18][C:17](=O)[CH2:16][CH2:15]1)([O:9][C:10]([CH3:13])([CH3:12])[CH3:11])=[O:8].[NH4+].[Cl-], predict the reaction product. (2) Given the reactants I[C:2]1[CH:7]=[CH:6][C:5]([C:8]([C:26]2[CH:31]=[CH:30][C:29](I)=[CH:28][CH:27]=2)=[CH:9][CH2:10][S:11][C:12]2[CH:24]=[CH:23][C:15]([O:16][CH2:17][C:18]([O:20][CH2:21][CH3:22])=[O:19])=[C:14]([CH3:25])[CH:13]=2)=[CH:4][CH:3]=1.[CH2:33]([N:36]1[CH2:40][CH2:39][CH2:38][CH2:37]1)[C:34]#[CH:35], predict the reaction product. The product is: [N:36]1([CH2:33][C:34]#[C:35][C:29]2[CH:28]=[CH:27][C:26]([C:8]([C:5]3[CH:6]=[CH:7][C:2]([C:35]#[C:34][CH2:33][N:36]4[CH2:40][CH2:39][CH2:38][CH2:37]4)=[CH:3][CH:4]=3)=[CH:9][CH2:10][S:11][C:12]3[CH:24]=[CH:23][C:15]([O:16][CH2:17][C:18]([O:20][CH2:21][CH3:22])=[O:19])=[C:14]([CH3:25])[CH:13]=3)=[CH:31][CH:30]=2)[CH2:40][CH2:39][CH2:38][CH2:37]1. (3) Given the reactants BrCCBr.C[Si](Cl)(C)C.[CH3:10][O:11][C:12](=[O:23])/[C:13](/I)=[CH:14]\[CH:15]1[CH2:21][CH2:20][CH2:19][CH2:18][CH2:17][CH2:16]1.C1(P(C2C=CC=CC=2)C2C=CC=CC=2)C=CC=CC=1.[Cl:43][C:44]1[CH:49]=[C:48](I)[CH:47]=[CH:46][C:45]=1[N:51]1[C:55]([CH3:56])=[N:54][N:53]=[N:52]1.[Cl-].[NH4+], predict the reaction product. The product is: [CH3:10][O:11][C:12](=[O:23])/[C:13](/[C:48]1[CH:47]=[CH:46][C:45]([N:51]2[C:55]([CH3:56])=[N:54][N:53]=[N:52]2)=[C:44]([Cl:43])[CH:49]=1)=[CH:14]/[CH:15]1[CH2:21][CH2:20][CH2:19][CH2:18][CH2:17][CH2:16]1. (4) The product is: [C:50]([CH2:49][N+:23]1[CH:24]=[C:25]([C:27]2[CH:32]=[CH:31][CH:30]=[CH:29][CH:28]=2)[CH:26]=[C:21]([C:19]([C:16]2[N:17]=[CH:18][N:13]3[CH:12]=[C:11]([C:8]4[C@H:9]([CH3:10])[C@@H:5]5[C@@H:4]([C@H:2]([OH:1])[CH3:3])[C:46](=[O:47])[N:6]5[C:7]=4[C:33]([O-:35])=[O:34])[S:15][C:14]=23)=[O:20])[CH:22]=1)(=[O:51])[NH2:52]. Given the reactants [OH:1][C@@H:2]([C@H:4]1[C:46](=[O:47])[N:6]2[C:7]([C:33]([O:35]CC3C=CC([N+]([O-])=O)=CC=3)=[O:34])=[C:8]([C:11]3[S:15][C:14]4=[C:16]([C:19]([C:21]5[CH:22]=[N:23][CH:24]=[C:25]([C:27]6[CH:32]=[CH:31][CH:30]=[CH:29][CH:28]=6)[CH:26]=5)=[O:20])[N:17]=[CH:18][N:13]4[CH:12]=3)[C@H:9]([CH3:10])[C@H:5]12)[CH3:3].I[CH2:49][C:50]([NH2:52])=[O:51], predict the reaction product.